This data is from Peptide-MHC class I binding affinity with 185,985 pairs from IEDB/IMGT. The task is: Regression. Given a peptide amino acid sequence and an MHC pseudo amino acid sequence, predict their binding affinity value. This is MHC class I binding data. (1) The peptide sequence is WSADGSSMY. The MHC is HLA-A02:03 with pseudo-sequence HLA-A02:03. The binding affinity (normalized) is 0.0847. (2) The peptide sequence is QTDDGVRFT. The MHC is HLA-A31:01 with pseudo-sequence HLA-A31:01. The binding affinity (normalized) is 0.0847.